From a dataset of Peptide-MHC class II binding affinity with 134,281 pairs from IEDB. Regression. Given a peptide amino acid sequence and an MHC pseudo amino acid sequence, predict their binding affinity value. This is MHC class II binding data. (1) The peptide sequence is KWCFEGPEEHEILND. The MHC is DRB1_0801 with pseudo-sequence DRB1_0801. The binding affinity (normalized) is 0. (2) The peptide sequence is EGTKVTFHVEKGSNP. The MHC is DRB5_0101 with pseudo-sequence DRB5_0101. The binding affinity (normalized) is 0.0361. (3) The peptide sequence is IQKFIEWLKVKILPEVKEKH. The MHC is HLA-DQA10501-DQB10201 with pseudo-sequence HLA-DQA10501-DQB10201. The binding affinity (normalized) is 0. (4) The peptide sequence is DSEEPLQGPFNFRFL. The MHC is HLA-DPA10301-DPB10402 with pseudo-sequence HLA-DPA10301-DPB10402. The binding affinity (normalized) is 0.468. (5) The peptide sequence is EAKITMLTNGQCQNIT. The MHC is DRB1_1501 with pseudo-sequence DRB1_1501. The binding affinity (normalized) is 0.607. (6) The peptide sequence is ALDVWALGLAIFEFV. The MHC is DRB1_0802 with pseudo-sequence DRB1_0802. The binding affinity (normalized) is 0.629. (7) The peptide sequence is KGSNPNYLALLVKYV. The MHC is HLA-DPA10201-DPB10101 with pseudo-sequence HLA-DPA10201-DPB10101. The binding affinity (normalized) is 0.425.